Dataset: Experimentally validated miRNA-target interactions with 360,000+ pairs, plus equal number of negative samples. Task: Binary Classification. Given a miRNA mature sequence and a target amino acid sequence, predict their likelihood of interaction. (1) The miRNA is rno-miR-122-5p with sequence UGGAGUGUGACAAUGGUGUUUG. The protein sequence of the target gene is MAYSQGGGKKKVCYYYDGDIGNYYYGQGHPMKPHRIRMTHNLLLNYGLYRKMEIYRPHKATAEEMTKYHSDEYIKFLRSIRPDNMSEYSKQMQRFNVGEDCPVFDGLFEFCQLSTGGSVAGAVKLNRQQTDMAVNWAGGLHHAKKSEASGFCYVNDIVLAILELLKYHQRVLYIDIDIHHGDGVEEAFYTTDRVMTVSFHKYGEYFPGTGDLRDIGAGKGKYYAVNFPMRDGIDDESYGQIFKPIISKVMEMYQPSAVVLQCGADSLSGDRLGCFNLTVKGHAKCVEVAKTFNLPLLMLG.... Result: 0 (no interaction). (2) The miRNA is hsa-miR-6746-5p with sequence CCGGGAGAAGGAGGUGGCCUGG. The protein sequence of the target gene is MLPRLWWLVLWLQPLATLPASAVHDEEAAMSVPRCKSLKETDLIKTSVSDCYCYNQHSQIQWTYMWSTVQVTVTSPGLLNIVYITGSHNCQHTESILSFIKCVTHNFWAPEEAEEITIVFSPYGETVCFSVKPVGRLLPYIVSVSRNIVDFKLFLVFVTGIFLFLYAKTLSQSPVFYYSSGTVLGILMTLVFVLLMAKKHIPKYSTFGALMIGCWFASVYVLCQLMEDLKWLWYGNRMYILGYVVVVGLCSFAACYSHGPLADEGSRDLLMWTLRLFSLALVYTGVAAPQFAYAVLIVLL.... Result: 0 (no interaction).